From a dataset of Catalyst prediction with 721,799 reactions and 888 catalyst types from USPTO. Predict which catalyst facilitates the given reaction. (1) Reactant: [F:1][C:2]1[CH:3]=[CH:4][C:5]([OH:24])=[C:6]([C:8]2(O)[C:16]3[C:11](=[CH:12][CH:13]=[CH:14][CH:15]=3)[N:10]([CH2:17][CH2:18][CH2:19][CH2:20][CH3:21])[C:9]2=[O:22])[CH:7]=1.FC(F)(F)C(O)=O.C([SiH](CC)CC)C. Product: [F:1][C:2]1[CH:3]=[CH:4][C:5]([OH:24])=[C:6]([CH:8]2[C:16]3[C:11](=[CH:12][CH:13]=[CH:14][CH:15]=3)[N:10]([CH2:17][CH2:18][CH2:19][CH2:20][CH3:21])[C:9]2=[O:22])[CH:7]=1. The catalyst class is: 4. (2) Reactant: [F:1][CH:2]([F:14])[O:3][C:4]1[CH:9]=[CH:8][C:7]([CH:10]=[CH:11][O:12]C)=[CH:6][CH:5]=1.Cl. Product: [F:1][CH:2]([F:14])[O:3][C:4]1[CH:5]=[CH:6][C:7]([CH2:10][CH:11]=[O:12])=[CH:8][CH:9]=1. The catalyst class is: 21. (3) Reactant: Cl[C:2]1[C:11]2[C:6](=[CH:7][CH:8]=[CH:9][N:10]=2)[N:5]=[CH:4][C:3]=1[N+:12]([O-:14])=[O:13].Cl.[NH2:16][CH2:17][CH2:18][CH2:19][C:20]([O:22][CH2:23][CH3:24])=[O:21].C(N(CC)CC)C. Product: [N+:12]([C:3]1[C:4]([NH:16][CH2:17][CH2:18][CH2:19][C:20]([O:22][CH2:23][CH3:24])=[O:21])=[N:5][C:6]2[C:11]([CH:2]=1)=[N:10][CH:9]=[CH:8][CH:7]=2)([O-:14])=[O:13]. The catalyst class is: 4. (4) Reactant: [CH2:1]([O:3][C:4]([C:6]1[C:7]([CH3:26])=[C:8]([C:19]([O:21][C:22]([CH3:25])([CH3:24])[CH3:23])=[O:20])[NH:9][C:10]=1[CH2:11][CH2:12][CH2:13]OS(C)(=O)=O)=[O:5])[CH3:2].[NH2:27][CH2:28][CH:29]([OH:37])[CH2:30][N:31]1[CH2:36][CH2:35][O:34][CH2:33][CH2:32]1. Product: [CH2:1]([O:3][C:4]([C:6]1[C:7]([CH3:26])=[C:8]([C:19]([O:21][C:22]([CH3:25])([CH3:24])[CH3:23])=[O:20])[NH:9][C:10]=1[CH2:11][CH2:12][CH2:13][NH:27][CH2:28][CH:29]([OH:37])[CH2:30][N:31]1[CH2:32][CH2:33][O:34][CH2:35][CH2:36]1)=[O:5])[CH3:2]. The catalyst class is: 614. (5) Reactant: [C:1]([O:5][C:6](=[O:21])[NH:7][C@H:8]1[CH2:14][NH:13][C:12]2[N:15]=[CH:16][N:17]=[C:18](Cl)[C:11]=2[NH:10][C:9]1=[O:20])([CH3:4])([CH3:3])[CH3:2].CO. Product: [C:1]([O:5][C:6](=[O:21])[NH:7][C@H:8]1[CH2:14][NH:13][C:12]2[N:15]=[CH:16][N:17]=[CH:18][C:11]=2[NH:10][C:9]1=[O:20])([CH3:4])([CH3:2])[CH3:3]. The catalyst class is: 579. (6) Reactant: C1(P(C2C=CC=CC=2)C2C=CC=CC=2)C=CC=CC=1.BrN1C(=O)CCC1=O.[CH3:28][S:29]([C:32]1[CH:33]=[C:34]([CH:42]([CH2:46][CH:47]2[CH2:51][CH2:50][CH2:49][CH2:48]2)[C:43](O)=[O:44])[CH:35]=[CH:36][C:37]=1[S:38]([CH3:41])(=[O:40])=[O:39])(=[O:31])=[O:30].[NH2:52][C:53]1[S:54][CH:55]=[CH:56][N:57]=1. Product: [CH3:28][S:29]([C:32]1[CH:33]=[C:34]([CH:42]([CH2:46][CH:47]2[CH2:51][CH2:50][CH2:49][CH2:48]2)[C:43]([NH:52][C:53]2[S:54][CH:55]=[CH:56][N:57]=2)=[O:44])[CH:35]=[CH:36][C:37]=1[S:38]([CH3:41])(=[O:40])=[O:39])(=[O:31])=[O:30]. The catalyst class is: 2.